From a dataset of Full USPTO retrosynthesis dataset with 1.9M reactions from patents (1976-2016). Predict the reactants needed to synthesize the given product. (1) Given the product [OH:2][CH2:3][C:4]1[CH:9]=[C:8]([CH:7]=[CH:6][CH:5]=1)[C:10]#[N:11], predict the reactants needed to synthesize it. The reactants are: C[O:2][C:3](=O)[C:4]1[CH:9]=[C:8]([C:10]#[N:11])[CH:7]=[CH:6][C:5]=1CN1C(C2C(C)=CC=CN=2)CCCC1C1C(C)=CC=CN=1.[Li+].[BH4-]. (2) Given the product [Cl:1][C:2]1[C:3]([S:11][CH2:12][CH3:13])=[C:4]([CH:5]=[C:6]([Cl:8])[CH:7]=1)[NH:9][N:10]1[C:17](=[O:18])[C:16]2[C:15](=[CH:23][CH:22]=[C:21]([C:24]([F:27])([F:26])[F:25])[CH:20]=2)[N:14]=[CH:29]1, predict the reactants needed to synthesize it. The reactants are: [Cl:1][C:2]1[C:3]([S:11][CH2:12][CH3:13])=[C:4]([NH:9][NH2:10])[CH:5]=[C:6]([Cl:8])[CH:7]=1.[NH2:14][C:15]1[CH:23]=[CH:22][C:21]([C:24]([F:27])([F:26])[F:25])=[CH:20][C:16]=1[C:17](O)=[O:18].N[C:29]1C(C(NNC2C=C(C#N)C=CC=2SCC)=O)=CC(Br)=CN=1. (3) Given the product [C:29]([O:1][CH2:2][CH2:3][CH2:4][CH2:5][CH2:6][CH2:7][O:8][C:9]1[CH:10]=[CH:11][C:12]([CH:15]([CH3:19])[C:16]([OH:18])=[O:17])=[CH:13][CH:14]=1)(=[O:32])[CH:30]=[CH2:31], predict the reactants needed to synthesize it. The reactants are: [OH:1][CH2:2][CH2:3][CH2:4][CH2:5][CH2:6][CH2:7][O:8][C:9]1[CH:14]=[CH:13][C:12]([CH:15]([CH3:19])[C:16]([OH:18])=[O:17])=[CH:11][CH:10]=1.CN(C)C1C=CC=CC=1.[C:29](Cl)(=[O:32])[CH:30]=[CH2:31].O. (4) Given the product [Si:1]([O:8][CH2:9][C@H:10]([CH3:28])[O:11][C:12]1[CH:13]=[C:14]([CH:24]=[C:25]([O:27][C:35]2[CH:34]=[C:33]3[C:38](=[CH:37][CH:36]=2)[N:30]([CH3:29])[CH:31]=[CH:32]3)[CH:26]=1)[C:15]([NH:17][C:18]1[CH:22]=[CH:21][N:20]([CH3:23])[N:19]=1)=[O:16])([C:4]([CH3:7])([CH3:5])[CH3:6])([CH3:3])[CH3:2], predict the reactants needed to synthesize it. The reactants are: [Si:1]([O:8][CH2:9][C@H:10]([CH3:28])[O:11][C:12]1[CH:13]=[C:14]([CH:24]=[C:25]([OH:27])[CH:26]=1)[C:15]([NH:17][C:18]1[CH:22]=[CH:21][N:20]([CH3:23])[N:19]=1)=[O:16])([C:4]([CH3:7])([CH3:6])[CH3:5])([CH3:3])[CH3:2].[CH3:29][N:30]1[C:38]2[C:33](=[CH:34][C:35](B(O)O)=[CH:36][CH:37]=2)[CH:32]=[CH:31]1.C(N(CC)CC)C. (5) Given the product [F:1][C:2]([F:35])([F:34])[C:3]1[CH:4]=[C:5]([C:13]([N:15]2[CH2:20][CH2:19][C@H:18]([C:21]3[CH:26]=[CH:25][C:24]([N:36]4[CH2:40][CH2:39][CH2:38][CH2:37]4)=[CH:23][CH:22]=3)[C@H:17]([C:28]3[CH:33]=[CH:32][CH:31]=[CH:30][CH:29]=3)[CH2:16]2)=[O:14])[CH:6]=[C:7]([C:9]([F:12])([F:11])[F:10])[CH:8]=1, predict the reactants needed to synthesize it. The reactants are: [F:1][C:2]([F:35])([F:34])[C:3]1[CH:4]=[C:5]([C:13]([N:15]2[CH2:20][CH2:19][C@H:18]([C:21]3[CH:26]=[CH:25][C:24](Cl)=[CH:23][CH:22]=3)[C@H:17]([C:28]3[CH:33]=[CH:32][CH:31]=[CH:30][CH:29]=3)[CH2:16]2)=[O:14])[CH:6]=[C:7]([C:9]([F:12])([F:11])[F:10])[CH:8]=1.[NH:36]1[CH2:40][CH2:39][CH2:38][CH2:37]1.C1(C2C=CC=CC=2)C=CC=CC=1P(C1CCCCC1)C1CCCCC1.